Regression. Given a peptide amino acid sequence and an MHC pseudo amino acid sequence, predict their binding affinity value. This is MHC class I binding data. From a dataset of Peptide-MHC class I binding affinity with 185,985 pairs from IEDB/IMGT. (1) The peptide sequence is NTTIEKEI. The binding affinity (normalized) is 0. The MHC is HLA-A02:06 with pseudo-sequence HLA-A02:06. (2) The peptide sequence is MEKTHNLMA. The MHC is HLA-B46:01 with pseudo-sequence HLA-B46:01. The binding affinity (normalized) is 0.0847. (3) The peptide sequence is TSAICSVVR. The MHC is HLA-A02:01 with pseudo-sequence HLA-A02:01. The binding affinity (normalized) is 0. (4) The peptide sequence is MPAMVPPYA. The MHC is HLA-B15:01 with pseudo-sequence HLA-B15:01. The binding affinity (normalized) is 0.0847. (5) The peptide sequence is SQVRVPTVF. The MHC is HLA-A24:03 with pseudo-sequence HLA-A24:03. The binding affinity (normalized) is 0.0847. (6) The peptide sequence is VTAACSHAGK. The MHC is HLA-A31:01 with pseudo-sequence HLA-A31:01. The binding affinity (normalized) is 0.142. (7) The peptide sequence is MEVGNTVAF. The MHC is HLA-B35:01 with pseudo-sequence HLA-B35:01. The binding affinity (normalized) is 0.415. (8) The peptide sequence is VFAVLSIVNR. The MHC is HLA-A24:02 with pseudo-sequence HLA-A24:02. The binding affinity (normalized) is 0.